From a dataset of Full USPTO retrosynthesis dataset with 1.9M reactions from patents (1976-2016). Predict the reactants needed to synthesize the given product. (1) Given the product [CH3:19][O:18][C:15]1[CH:16]=[C:17]2[C:12](=[CH:13][CH:14]=1)[N:11]=[CH:10][N:9]=[C:8]2[N:1]1[CH2:6][CH2:5][NH:4][CH2:3][CH2:2]1, predict the reactants needed to synthesize it. The reactants are: [NH:1]1[CH2:6][CH2:5][NH:4][CH2:3][CH2:2]1.Cl[C:8]1[C:17]2[C:12](=[CH:13][CH:14]=[C:15]([O:18][CH3:19])[CH:16]=2)[N:11]=[CH:10][N:9]=1. (2) Given the product [CH:1]([C:4]([C:7]([C:10](=[CH2:13])[F:11])([F:8])[F:9])([F:5])[F:6])([F:3])[F:2].[CH:1]([C:4]([C:7]([C:10]([CH3:13])([F:11])[F:12])([F:8])[F:9])([F:6])[F:5])([F:3])[F:2], predict the reactants needed to synthesize it. The reactants are: [CH:1]([C:4]([C:7]([C:10]([CH2:13]O)([F:12])[F:11])([F:9])[F:8])([F:6])[F:5])([F:3])[F:2]. (3) Given the product [CH3:5][O:3][C:1](=[O:4])[CH2:2][C:35]1[CH:34]=[CH:33][C:32]([C:28]2[C:27]([CH3:41])=[CH:26][C:25]([O:24][CH2:23][CH2:22][O:21][C:18](=[O:20])[CH3:19])=[CH:30][C:29]=2[CH3:31])=[CH:37][CH:36]=1, predict the reactants needed to synthesize it. The reactants are: [C:1]([O-:4])(=[O:3])[CH3:2].[C:5]([O-])(=O)C.C([O-])(=O)C.C([O-])(=O)C.[Pb+4].[C:18]([O:21][CH2:22][CH2:23][O:24][C:25]1[CH:30]=[C:29]([CH3:31])[C:28]([C:32]2[CH:37]=[CH:36][C:35](C(=O)C)=[CH:34][CH:33]=2)=[C:27]([CH3:41])[CH:26]=1)(=[O:20])[CH3:19].B(F)(F)F.CCOCC.CO. (4) Given the product [CH2:1]([O:3][C:4]([C:6]1[C:7]2[C:22](=[O:23])[CH2:21][CH:20]([CH2:24][N+:25]([O-:27])=[O:26])[CH2:19][CH2:18][C:8]=2[NH:9][CH:10]=1)=[O:5])[CH3:2], predict the reactants needed to synthesize it. The reactants are: [CH2:1]([O:3][C:4]([C:6]1[C:7]2[C:22](=[O:23])[CH:21]=[CH:20][CH2:19][CH2:18][C:8]=2[N:9](C(OC(C)(C)C)=O)[CH:10]=1)=[O:5])[CH3:2].[CH3:24][N+:25]([O-:27])=[O:26]. (5) Given the product [CH3:8][CH:6]1[CH:7]2[C:2]([CH3:16])([CH2:1][CH:10]=[CH:11][CH2:12]2)[C:3](=[O:9])[CH2:4][CH2:5]1, predict the reactants needed to synthesize it. The reactants are: [CH3:1][C:2]1[C:3](=[O:9])[CH2:4][CH2:5][CH:6]([CH3:8])[CH:7]=1.[CH2:10]=[CH:11][CH:12]=C.[Cl-].[Cl-].[CH2:16]([Al+2])C. (6) Given the product [Br:41][CH2:3][C:4]1[N:39]=[C:7]2[N:8]([CH:35]([CH3:38])[CH2:36][CH3:37])[C:9](=[O:34])[C:10]([CH2:15][C:16]3[CH:21]=[CH:20][C:19]([C:22]4[CH:27]=[CH:26][CH:25]=[CH:24][C:23]=4[C:28]4[NH:32][C:31](=[O:33])[O:30][N:29]=4)=[CH:18][CH:17]=3)=[C:11]([CH2:12][CH2:13][CH3:14])[N:6]2[N:5]=1, predict the reactants needed to synthesize it. The reactants are: CO[CH2:3][C:4]1[N:39]=[C:7]2[N:8]([CH:35]([CH3:38])[CH2:36][CH3:37])[C:9](=[O:34])[C:10]([CH2:15][C:16]3[CH:21]=[CH:20][C:19]([C:22]4[CH:27]=[CH:26][CH:25]=[CH:24][C:23]=4[C:28]4[NH:32][C:31](=[O:33])[O:30][N:29]=4)=[CH:18][CH:17]=3)=[C:11]([CH2:12][CH2:13][CH3:14])[N:6]2[N:5]=1.B(Br)(Br)[Br:41].C(=O)([O-])O.[Na+].Cl.